This data is from Reaction yield outcomes from USPTO patents with 853,638 reactions. The task is: Predict the reaction yield, written as a fraction of the theoretical maximum amount of product (1.0 means a 100% yield; for example, 0.34 means a 34% yield). (1) The reactants are [F:1][C:2]([F:18])([F:17])[O:3][CH:4]1[CH2:9][CH2:8][N:7](C(OC(C)(C)C)=O)[CH2:6][CH2:5]1.[ClH:19]. The catalyst is ClCCl. The product is [ClH:19].[F:18][C:2]([F:1])([F:17])[O:3][CH:4]1[CH2:9][CH2:8][NH:7][CH2:6][CH2:5]1. The yield is 0.820. (2) The reactants are C[Si]([N-][Si](C)(C)C)(C)C.[Li+].F[C:12]1[CH:17]=[C:16]([O:18][CH3:19])[CH:15]=[CH:14][C:13]=1[C:20]1[N:29]=[CH:28][C:27]2[C:22](=[CH:23][C:24]([O:32][CH3:33])=[CH:25][C:26]=2[O:30][CH3:31])[N:21]=1.Cl.[NH2:35][CH:36]1[CH2:41][CH2:40][N:39]([C:42](=[O:46])[CH:43]([CH3:45])[CH3:44])[CH2:38][CH2:37]1.C1C[O:50]CC1. The catalyst is [NH4+].[Cl-]. The product is [C:42]([N:39]1[CH2:40][CH2:41][CH:36]([NH:35][C:12]2[CH:17]=[C:16]([O:18][CH3:19])[CH:15]=[CH:14][C:13]=2[C:20]2[NH:29][C:28](=[O:50])[C:27]3[C:22](=[CH:23][C:24]([O:32][CH3:33])=[CH:25][C:26]=3[O:30][CH3:31])[N:21]=2)[CH2:37][CH2:38]1)(=[O:46])[CH:43]([CH3:44])[CH3:45]. The yield is 0.0900. (3) The reactants are [OH:1][C:2]1[CH:3]=[CH:4][C:5]2[CH2:11][CH:10]([NH:12][C:13]([N:15]3[CH2:20][CH2:19][CH:18]([N:21]4[CH2:30][C:29]5[C:24](=[CH:25][CH:26]=[CH:27][CH:28]=5)[NH:23][C:22]4=[O:31])[CH2:17][CH2:16]3)=[O:14])[C:9](=[O:32])[N:8]([CH3:33])[CH2:7][C:6]=2C=1.CO.CCOCC.S(Cl)([Cl:45])(=O)=O.Cl[CH2:48][Cl:49]. No catalyst specified. The product is [Cl:45][C:3]1[C:2]([OH:1])=[C:48]([Cl:49])[C:6]2[CH2:7][N:8]([CH3:33])[C:9](=[O:32])[CH:10]([NH:12][C:13]([N:15]3[CH2:20][CH2:19][CH:18]([N:21]4[CH2:30][C:29]5[C:24](=[CH:25][CH:26]=[CH:27][CH:28]=5)[NH:23][C:22]4=[O:31])[CH2:17][CH2:16]3)=[O:14])[CH2:11][C:5]=2[CH:4]=1. The yield is 0.580. (4) The reactants are [CH3:1][O:2][C:3]1[CH:24]=[CH:23][C:6]([CH2:7][N:8]2[C:17](=[O:18])[C:16]3[C:11](=[CH:12][CH:13]=[C:14]([C:19](O)=[O:20])[CH:15]=3)[NH:10][C:9]2=[O:22])=[CH:5][CH:4]=1.[CH3:25][O:26][C:27]1[CH:34]=[CH:33][C:30]([CH2:31][NH2:32])=[CH:29][CH:28]=1. The catalyst is CS(C)=O. The product is [CH3:25][O:26][C:27]1[CH:34]=[CH:33][C:30]([CH2:31][NH:32][C:19]([C:14]2[CH:15]=[C:16]3[C:11](=[CH:12][CH:13]=2)[NH:10][C:9](=[O:22])[N:8]([CH2:7][C:6]2[CH:5]=[CH:4][C:3]([O:2][CH3:1])=[CH:24][CH:23]=2)[C:17]3=[O:18])=[O:20])=[CH:29][CH:28]=1. The yield is 0.820. (5) The reactants are C(OC([NH:8][C@@H:9]([CH2:15][CH2:16][S:17][CH3:18])[CH2:10][S:11]([O-:14])(=[O:13])=[O:12])=O)(C)(C)C.[Na+].[ClH:20]. The catalyst is O. The product is [ClH:20].[NH2:8][C@@H:9]([CH2:15][CH2:16][S:17][CH3:18])[CH2:10][S:11]([OH:14])(=[O:12])=[O:13]. The yield is 0.210. (6) The reactants are [N-:1]=[N+]=[N-].N([CH2:7][CH2:8][CH2:9][CH2:10][CH2:11]N)=[N+]=[N-].[P:13]([O-:16])([O-:15])[O-:14].[CH2:17]1C(=O)N([O:24][C:25]([CH2:27][CH2:28][CH2:29][CH2:30][C@@H:31]2[S:35][CH2:34][C@@H:33]3[NH:36][C:37]([NH:39][C@H:32]23)=[O:38])=[O:26])[C:19](=[O:20])[CH2:18]1.C([N:43]([CH:46]([CH3:48])[CH3:47])CC)(C)C.F[C:50](F)(F)[C:51]([OH:53])=O. The catalyst is CC(O)(C)C.O.CN(C=O)C. The product is [CH3:7][CH2:8][CH:9]([O:20][C@H:19]1[C@H:47]([NH:1][C:51]([CH3:50])=[O:53])[C@@H:46]([NH2:43])[CH2:48][C:17]([P:13]([OH:16])([OH:15])=[O:14])=[CH:18]1)[CH2:10][CH3:11].[OH:26][C:25]([CH2:27][CH2:28][CH2:29][CH2:30][C@H:31]1[C@@H:32]2[C@@H:33]([NH:36][C:37]([NH:39]2)=[O:38])[CH2:34][S:35]1)=[O:24]. The yield is 0.300. (7) The reactants are Br[C:2]1[C:3]([O:13][CH3:14])=[C:4]([CH:9]=[C:10](I)[CH:11]=1)[C:5]([O:7][CH3:8])=[O:6].[C:15]([C:19]1[CH:20]=[C:21](B(O)O)[CH:22]=[C:23]([CH3:25])[CH:24]=1)([CH3:18])([CH3:17])[CH3:16].C(=O)([O-])[O-].[Na+].[Na+].[N:35]1[CH:40]=[CH:39][CH:38]=[C:37](B(O)O)[CH:36]=1. The catalyst is O1CCCC1.C(O)C.C1C=CC([P]([Pd]([P](C2C=CC=CC=2)(C2C=CC=CC=2)C2C=CC=CC=2)([P](C2C=CC=CC=2)(C2C=CC=CC=2)C2C=CC=CC=2)[P](C2C=CC=CC=2)(C2C=CC=CC=2)C2C=CC=CC=2)(C2C=CC=CC=2)C2C=CC=CC=2)=CC=1. The product is [C:15]([C:19]1[CH:20]=[C:21]([C:10]2[CH:11]=[C:2]([C:37]3[CH:36]=[N:35][CH:40]=[CH:39][CH:38]=3)[C:3]([O:13][CH3:14])=[C:4]([C:5]([O:7][CH3:8])=[O:6])[CH:9]=2)[CH:22]=[C:23]([CH3:25])[CH:24]=1)([CH3:18])([CH3:17])[CH3:16]. The yield is 0.230. (8) The reactants are [OH:1][CH2:2][CH:3]([CH2:6][OH:7])[CH2:4][OH:5].[F:8][CH2:9][C:10]([CH2:12][F:13])=O.C(OC)(OC)OC.O.C1(C)C=CC(S(O)(=O)=O)=CC=1. The catalyst is C(N(CC)CC)C. The product is [F:8][CH2:9][C:10]1([CH2:12][F:13])[O:5][CH2:4][CH:3]([CH2:6][OH:7])[CH2:2][O:1]1. The yield is 0.434. (9) The product is [C:1]1([CH2:7][C:8]([NH:13][C:12]([NH:15][C:16]2[CH:17]=[C:18]([CH:35]=[CH:36][CH:37]=2)[O:19][C:20]2[CH:21]=[CH:22][C:23]3[N:24]([CH:26]=[C:27]([NH:29][C:30]([CH:32]4[CH2:34][CH2:33]4)=[O:31])[N:28]=3)[N:25]=2)=[S:11])=[O:9])[CH:6]=[CH:5][CH:4]=[CH:3][CH:2]=1. The yield is 0.580. The reactants are [C:1]1([CH2:7][C:8](Cl)=[O:9])[CH:6]=[CH:5][CH:4]=[CH:3][CH:2]=1.[S-:11][C:12]#[N:13].[K+].[NH2:15][C:16]1[CH:17]=[C:18]([CH:35]=[CH:36][CH:37]=1)[O:19][C:20]1[CH:21]=[CH:22][C:23]2[N:24]([CH:26]=[C:27]([NH:29][C:30]([CH:32]3[CH2:34][CH2:33]3)=[O:31])[N:28]=2)[N:25]=1. The catalyst is C(#N)C.